From a dataset of Catalyst prediction with 721,799 reactions and 888 catalyst types from USPTO. Predict which catalyst facilitates the given reaction. (1) Reactant: [Mg].Br[C:3]1[N:7]([CH3:8])[N:6]=[C:5]([C:9]2[CH:14]=[CH:13][C:12]([F:15])=[CH:11][CH:10]=2)[C:4]=1[C:16]1[CH:21]=[CH:20][N:19]=[CH:18][CH:17]=1.[CH:22](=[O:29])[C:23]1[CH:28]=[CH:27][CH:26]=[CH:25][CH:24]=1. Product: [F:15][C:12]1[CH:13]=[CH:14][C:9]([C:5]2[C:4]([C:16]3[CH:21]=[CH:20][N:19]=[CH:18][CH:17]=3)=[C:3]([CH:22]([C:23]3[CH:28]=[CH:27][CH:26]=[CH:25][CH:24]=3)[OH:29])[N:7]([CH3:8])[N:6]=2)=[CH:10][CH:11]=1. The catalyst class is: 7. (2) Reactant: Br[C:2]1[CH:30]=[CH:29][C:28]([F:31])=[CH:27][C:3]=1[CH2:4][N:5]1[C:10](=[O:11])[C:9]([CH3:12])=[N:8][N:7]=[C:6]1[N:13]1[CH2:18][CH2:17][CH2:16][C@@H:15]([NH:19]C(=O)OC(C)(C)C)[CH2:14]1.C(O)(C(F)(F)F)=O.C([O-])(O)=O.[Na+]. Product: [NH2:19][C@@H:15]1[CH2:16][CH2:17][CH2:18][N:13]([C:6]2[N:5]([CH2:4][C:3]3[CH:2]=[CH:30][CH:29]=[C:28]([F:31])[CH:27]=3)[C:10](=[O:11])[C:9]([CH3:12])=[N:8][N:7]=2)[CH2:14]1. The catalyst class is: 4. (3) Reactant: [Cl:1][C:2]1[CH:7]=[C:6]([CH3:8])[C:5]([N+:9]([O-:11])=[O:10])=[CH:4][N+:3]=1[O-].C([O-])(O)=O.[Na+].O=P(Cl)(Cl)[Cl:20]. Product: [Cl:20][C:4]1[C:5]([N+:9]([O-:11])=[O:10])=[C:6]([CH3:8])[CH:7]=[C:2]([Cl:1])[N:3]=1. The catalyst class is: 6.